From a dataset of hERG Central: cardiac toxicity at 1µM, 10µM, and general inhibition. Predict hERG channel inhibition at various concentrations. (1) The compound is CCCCN(CC)Cc1ccc(CNC(=O)Nc2ccc(Cl)cc2)o1. Results: hERG_inhib (hERG inhibition (general)): blocker. (2) The drug is O=C(NCCC[C@H]1CN2C(=NC[C@@H]2Cc2ccc(O)cc2)N1CCc1ccc(Cl)c(Cl)c1)C1CCC1. Results: hERG_inhib (hERG inhibition (general)): blocker.